This data is from Peptide-MHC class II binding affinity with 134,281 pairs from IEDB. The task is: Regression. Given a peptide amino acid sequence and an MHC pseudo amino acid sequence, predict their binding affinity value. This is MHC class II binding data. (1) The peptide sequence is DDIKATYDKGILTVS. The MHC is DRB5_0101 with pseudo-sequence DRB5_0101. The binding affinity (normalized) is 0.0679. (2) The peptide sequence is ATPPGTSDEFPHSNG. The MHC is DRB1_0301 with pseudo-sequence DRB1_0301. The binding affinity (normalized) is 0.177. (3) The peptide sequence is LNEDLRSWTAADTAY. The MHC is HLA-DPA10103-DPB10401 with pseudo-sequence HLA-DPA10103-DPB10401. The binding affinity (normalized) is 0. (4) The peptide sequence is GWIISNIFGAIPVLG. The MHC is DRB1_0404 with pseudo-sequence DRB1_0404. The binding affinity (normalized) is 0.723. (5) The peptide sequence is VHFQPLPPAVVKLSDALIAT. The MHC is DRB1_0301 with pseudo-sequence DRB1_0301. The binding affinity (normalized) is 0.0965. (6) The binding affinity (normalized) is 0.180. The peptide sequence is NYLALLVKYVNGDGD. The MHC is DRB3_0101 with pseudo-sequence DRB3_0101. (7) The MHC is DRB3_0101 with pseudo-sequence DRB3_0101. The peptide sequence is AFKIGLHTEFQTVSF. The binding affinity (normalized) is 0.241.